This data is from Catalyst prediction with 721,799 reactions and 888 catalyst types from USPTO. The task is: Predict which catalyst facilitates the given reaction. (1) Reactant: [Cl:1][C:2]1[CH:8]=[C:7]([O:9][C:10]2[C:19]3[C:14](=[CH:15][C:16]([O:22][CH3:23])=[C:17]([O:20][CH3:21])[CH:18]=3)[N:13]=[CH:12][N:11]=2)[CH:6]=[CH:5][C:3]=1[NH2:4].ClC(Cl)(O[C:28](=[O:34])OC(Cl)(Cl)Cl)Cl.[CH2:36]([NH2:40])[CH2:37][CH2:38][CH3:39].C(=O)([O-])O.[Na+]. Product: [CH2:36]([NH:40][C:28]([NH:4][C:3]1[CH:5]=[CH:6][C:7]([O:9][C:10]2[C:19]3[C:14](=[CH:15][C:16]([O:22][CH3:23])=[C:17]([O:20][CH3:21])[CH:18]=3)[N:13]=[CH:12][N:11]=2)=[CH:8][C:2]=1[Cl:1])=[O:34])[CH2:37][CH2:38][CH3:39]. The catalyst class is: 542. (2) Reactant: Br[C:2]1[CH:3]=[CH:4][C:5]([N:15]([CH2:17][CH2:18][O:19][CH3:20])[CH3:16])=[C:6](/[CH:8]=[CH:9]/[C:10]([O:12][CH2:13][CH3:14])=[O:11])[CH:7]=1.[CH2:21]([O:25][CH2:26][CH2:27][O:28][C:29]1[CH:34]=[CH:33][C:32](OB(O)O)=[CH:31][CH:30]=1)[CH2:22][CH2:23][CH3:24].C(=O)([O-])[O-].[K+].[K+]. Product: [CH2:21]([O:25][CH2:26][CH2:27][O:28][C:29]1[CH:30]=[CH:31][C:32]([C:2]2[CH:3]=[CH:4][C:5]([N:15]([CH2:17][CH2:18][O:19][CH3:20])[CH3:16])=[C:6](/[CH:8]=[CH:9]/[C:10]([O:12][CH2:13][CH3:14])=[O:11])[CH:7]=2)=[CH:33][CH:34]=1)[CH2:22][CH2:23][CH3:24]. The catalyst class is: 460. (3) Reactant: [CH2:1]([NH:3][C:4]1[CH:9]=[C:8]([CH2:10][CH:11]=[C:12]([CH3:14])[CH3:13])[C:7]([O:15][CH3:16])=[CH:6][C:5]=1[OH:17])[CH3:2].[C:18](N1C=CN=C1)(N1C=CN=C1)=[O:19]. Product: [CH2:1]([N:3]1[C:4]2[CH:9]=[C:8]([CH2:10][CH:11]=[C:12]([CH3:14])[CH3:13])[C:7]([O:15][CH3:16])=[CH:6][C:5]=2[O:17][C:18]1=[O:19])[CH3:2]. The catalyst class is: 7. (4) The catalyst class is: 3. Reactant: [Br:1][C:2]1[CH:10]=[C:9]2[C:5]([CH:6]=[CH:7][NH:8]2)=[CH:4][C:3]=1[F:11].[H-].[Na+].I[CH3:15]. Product: [Br:1][C:2]1[CH:10]=[C:9]2[C:5]([CH:6]=[CH:7][N:8]2[CH3:15])=[CH:4][C:3]=1[F:11]. (5) Product: [C:17]([O:16][C:14]([N:11]1[CH2:12][CH2:13][N:8]([C:5]2[CH:4]=[CH:3][C:2]([OH:1])=[CH:7][CH:6]=2)[CH2:9][CH2:10]1)=[O:15])([CH3:20])([CH3:19])[CH3:18]. The catalyst class is: 4. Reactant: [OH:1][C:2]1[CH:7]=[CH:6][C:5]([N:8]2[CH2:13][CH2:12][NH:11][CH2:10][CH2:9]2)=[CH:4][CH:3]=1.[C:14](O[C:14]([O:16][C:17]([CH3:20])([CH3:19])[CH3:18])=[O:15])([O:16][C:17]([CH3:20])([CH3:19])[CH3:18])=[O:15].